From a dataset of Forward reaction prediction with 1.9M reactions from USPTO patents (1976-2016). Predict the product of the given reaction. Given the reactants [CH3:1][C:2]([CH3:32])=[CH:3][C@H:4]([C:10]1[CH:15]=[CH:14][C:13]([O:16][CH2:17][C:18]2[CH:27]=[CH:26][C:25]3[C:24]([CH3:29])([CH3:28])[CH2:23][CH2:22][C:21]([CH3:31])([CH3:30])[C:20]=3[CH:19]=2)=[CH:12][CH:11]=1)[CH2:5][C:6]([O:8]C)=[O:7].[OH-].[Na+], predict the reaction product. The product is: [CH3:1][C:2]([CH3:32])=[CH:3][C@H:4]([C:10]1[CH:15]=[CH:14][C:13]([O:16][CH2:17][C:18]2[CH:27]=[CH:26][C:25]3[C:24]([CH3:29])([CH3:28])[CH2:23][CH2:22][C:21]([CH3:31])([CH3:30])[C:20]=3[CH:19]=2)=[CH:12][CH:11]=1)[CH2:5][C:6]([OH:8])=[O:7].